Dataset: Catalyst prediction with 721,799 reactions and 888 catalyst types from USPTO. Task: Predict which catalyst facilitates the given reaction. (1) Reactant: Cl[CH:2]([CH3:33])[C:3]([NH:5][C:6]1[CH:7]=[C:8]([CH:25]=[CH:26][C:27]=1[O:28][C:29]([F:32])([F:31])[F:30])[C:9]([NH:11][C:12]1[CH:13]=[N:14][C:15]([C:18]2[CH:23]=[CH:22][CH:21]=[CH:20][C:19]=2[F:24])=[CH:16][CH:17]=1)=[O:10])=[O:4].[NH:34]1[CH2:39][CH2:38][O:37][CH2:36][CH2:35]1.C(N(CC)CC)C.[I-].[K+]. Product: [F:24][C:19]1[CH:20]=[CH:21][CH:22]=[CH:23][C:18]=1[C:15]1[N:14]=[CH:13][C:12]([NH:11][C:9](=[O:10])[C:8]2[CH:25]=[CH:26][C:27]([O:28][C:29]([F:32])([F:31])[F:30])=[C:6]([NH:5][C:3](=[O:4])[CH:2]([N:34]3[CH2:39][CH2:38][O:37][CH2:36][CH2:35]3)[CH3:33])[CH:7]=2)=[CH:17][CH:16]=1. The catalyst class is: 18. (2) Reactant: Cl.Cl.[CH2:3]1[CH:7]2[CH2:8][NH:9][CH2:10][CH:6]2[CH2:5][N:4]1[CH2:11][C:12]1[C:16]2[CH:17]=[CH:18][C:19]([O:21][C:22]3[S:23][C:24]4[C:25]([N:30]=3)=[N:26][CH:27]=[CH:28][CH:29]=4)=[CH:20][C:15]=2[O:14][CH:13]=1.ON1C2C=CC=CC=2N=N1.CN1CCOCC1.[O:48]1[CH2:52][CH2:51][CH:50]([C:53](O)=[O:54])[CH2:49]1. Product: [O:48]1[CH2:52][CH2:51][CH:50]([C:53]([N:9]2[CH2:10][CH:6]3[CH:7]([CH2:3][N:4]([CH2:11][C:12]4[C:16]5[CH:17]=[CH:18][C:19]([O:21][C:22]6[S:23][C:24]7[C:25]([N:30]=6)=[N:26][CH:27]=[CH:28][CH:29]=7)=[CH:20][C:15]=5[O:14][CH:13]=4)[CH2:5]3)[CH2:8]2)=[O:54])[CH2:49]1. The catalyst class is: 3.